Dataset: NCI-60 drug combinations with 297,098 pairs across 59 cell lines. Task: Regression. Given two drug SMILES strings and cell line genomic features, predict the synergy score measuring deviation from expected non-interaction effect. (1) Drug 1: CC1=C(C=C(C=C1)NC2=NC=CC(=N2)N(C)C3=CC4=NN(C(=C4C=C3)C)C)S(=O)(=O)N.Cl. Drug 2: CC1=C2C(C(=O)C3(C(CC4C(C3C(C(C2(C)C)(CC1OC(=O)C(C(C5=CC=CC=C5)NC(=O)OC(C)(C)C)O)O)OC(=O)C6=CC=CC=C6)(CO4)OC(=O)C)OC)C)OC. Cell line: NCIH23. Synergy scores: CSS=54.0, Synergy_ZIP=16.7, Synergy_Bliss=16.1, Synergy_Loewe=-30.5, Synergy_HSA=16.7. (2) Drug 1: CC1=C(N=C(N=C1N)C(CC(=O)N)NCC(C(=O)N)N)C(=O)NC(C(C2=CN=CN2)OC3C(C(C(C(O3)CO)O)O)OC4C(C(C(C(O4)CO)O)OC(=O)N)O)C(=O)NC(C)C(C(C)C(=O)NC(C(C)O)C(=O)NCCC5=NC(=CS5)C6=NC(=CS6)C(=O)NCCC[S+](C)C)O. Drug 2: C1CNP(=O)(OC1)N(CCCl)CCCl. Cell line: OVCAR-8. Synergy scores: CSS=52.0, Synergy_ZIP=8.47, Synergy_Bliss=8.87, Synergy_Loewe=-50.1, Synergy_HSA=7.80.